From a dataset of Full USPTO retrosynthesis dataset with 1.9M reactions from patents (1976-2016). Predict the reactants needed to synthesize the given product. (1) Given the product [CH3:11][C:12]1([CH3:37])[CH2:13][O:14][C:15]2([CH2:32][CH2:31][C:30]3[C@@:17]([OH:33])([CH2:18][CH2:19][C@@H:20]4[C:29]=3[C@@H:28]([C:3]3[CH:10]=[CH:9][C:6]([CH:7]=[CH2:8])=[CH:5][CH:4]=3)[CH2:27][C@@:25]3([CH3:26])[C@H:21]4[CH2:22][CH2:23][C:24]3=[O:34])[CH2:16]2)[O:35][CH2:36]1, predict the reactants needed to synthesize it. The reactants are: [Mg].Br[C:3]1[CH:10]=[CH:9][C:6]([CH:7]=[CH2:8])=[CH:5][CH:4]=1.[CH3:11][C:12]1([CH3:37])[CH2:36][O:35][C:15]2([CH2:32][CH2:31][C@:30]34[O:33][C@:17]3([CH2:18][CH2:19][C@@H:20]3[C:29]4=[CH:28][CH2:27][C@@:25]4([CH3:26])[C@H:21]3[CH2:22][CH2:23][C:24]4=[O:34])[CH2:16]2)[O:14][CH2:13]1.[Cl-].[NH4+]. (2) Given the product [F:1][C:2]1[CH:7]=[CH:6][C:5]([CH3:8])=[CH:4][C:3]=1[NH:9][C:10]([NH:12][C:13]1[CH:33]=[CH:32][C:16]([O:17][C:18]2[CH:23]=[CH:22][N:21]=[C:20]([C:24]3[NH:28][CH:27]=[C:26]([C:29]([NH:67][CH2:68][CH2:69][NH:70][C:71](=[O:77])[O:72][C:73]([CH3:75])([CH3:74])[CH3:76])=[O:30])[CH:25]=3)[CH:19]=2)=[CH:15][CH:14]=1)=[O:11], predict the reactants needed to synthesize it. The reactants are: [F:1][C:2]1[CH:7]=[CH:6][C:5]([CH3:8])=[CH:4][C:3]=1[NH:9][C:10]([NH:12][C:13]1[CH:33]=[CH:32][C:16]([O:17][C:18]2[CH:23]=[CH:22][N:21]=[C:20]([C:24]3[NH:28][CH:27]=[C:26]([C:29](O)=[O:30])[CH:25]=3)[CH:19]=2)=[CH:15][CH:14]=1)=[O:11].CN(C(ON1N=NC2C=CC=NC1=2)=[N+](C)C)C.F[P-](F)(F)(F)(F)F.C(N(CC)C(C)C)(C)C.[NH2:67][CH2:68][CH2:69][NH:70][C:71](=[O:77])[O:72][C:73]([CH3:76])([CH3:75])[CH3:74]. (3) Given the product [F:1][C:2]1[CH:3]=[CH:4][CH:5]=[C:6]2[C:10]=1[N:9]([CH2:11][CH2:12][F:13])[C:8](=[O:14])[CH2:7]2, predict the reactants needed to synthesize it. The reactants are: [F:1][C:2]1[CH:3]=[CH:4][CH:5]=[C:6]2[C:10]=1[N:9]([CH2:11][CH2:12][F:13])[C:8](=[O:14])[C:7]2=O. (4) Given the product [F:48][C:49]([F:54])([F:53])[C:50]([OH:52])=[O:51].[OH:33][CH2:32][C@@H:28]1[O:29][CH2:30][CH2:31][NH:26][CH2:27]1, predict the reactants needed to synthesize it. The reactants are: C(NCCO)C1C=CC=CC=1.C([C@H]1OC1)Cl.[OH-].[Na+].C([N:26]1[CH2:31][CH2:30][O:29][CH:28]([CH2:32][OH:33])[CH2:27]1)C1C=CC=CC=1.C(N1CCCOCC1)C1C=CC=CC=1.[F:48][C:49]([F:54])([F:53])[C:50]([OH:52])=[O:51]. (5) Given the product [CH3:1][O:2][C:3]1[CH:8]=[CH:7][CH:6]=[C:5]([O:9][CH3:10])[C:4]=1[CH:11]1[N:16]([CH2:19][C:20]2[CH:25]=[CH:24][C:23]([O:26][C:27]([F:28])([F:29])[F:30])=[CH:22][CH:21]=2)[C:15](=[O:17])[CH2:14][CH2:13][CH2:12]1, predict the reactants needed to synthesize it. The reactants are: [CH3:1][O:2][C:3]1[CH:8]=[CH:7][CH:6]=[C:5]([O:9][CH3:10])[C:4]=1[CH:11]1[NH:16][C:15](=[O:17])[CH2:14][CH2:13][CH2:12]1.Br[CH2:19][C:20]1[CH:25]=[CH:24][C:23]([O:26][C:27]([F:30])([F:29])[F:28])=[CH:22][CH:21]=1. (6) Given the product [Br:1][C:2]1[CH:3]=[C:4]([C:11]2[C:15]([CH:16]=[C:17]3[S:21][C:20](=[O:22])[N:19]([CH2:33][CH3:34])[C:18]3=[O:23])=[CH:14][N:13]([C:24]3[CH:25]=[CH:26][CH:27]=[CH:28][CH:29]=3)[N:12]=2)[CH:5]=[CH:6][C:7]=1[O:8][CH2:9][CH3:10], predict the reactants needed to synthesize it. The reactants are: [Br:1][C:2]1[CH:3]=[C:4]([C:11]2[C:15]([CH:16]=[C:17]3[S:21][C:20](=[O:22])[NH:19][C:18]3=[O:23])=[CH:14][N:13]([C:24]3[CH:29]=[CH:28][CH:27]=[CH:26][CH:25]=3)[N:12]=2)[CH:5]=[CH:6][C:7]=1[O:8][CH2:9][CH3:10].[H-].[Na+].Br[CH2:33][CH3:34].O. (7) Given the product [CH3:1][C:2]1([CH3:32])[C:11]2[CH:10]=[C:9]([Se:12][C:13]#[C:14][C:15]3[CH:24]=[CH:23][C:18]([C:19]([OH:21])=[O:20])=[CH:17][CH:16]=3)[CH:8]=[CH:7][C:6]=2[C:5]([C:25]2[CH:26]=[CH:27][C:28]([CH3:31])=[CH:29][CH:30]=2)=[CH:4][CH2:3]1, predict the reactants needed to synthesize it. The reactants are: [CH3:1][C:2]1([CH3:32])[C:11]2[CH:10]=[C:9]([Se:12][C:13]#[C:14][C:15]3[CH:24]=[CH:23][C:18]([C:19]([O:21]C)=[O:20])=[CH:17][CH:16]=3)[CH:8]=[CH:7][C:6]=2[C:5]([C:25]2[CH:30]=[CH:29][C:28]([CH3:31])=[CH:27][CH:26]=2)=[CH:4][CH2:3]1.C(O)C.O.[OH-].[Li+].Cl. (8) The reactants are: [O:1]1[C@@:5]2([CH:10]3[CH2:11][CH2:12][N:7]([CH2:8][CH2:9]3)[CH2:6]2)[CH2:4][NH:3][C:2]1=[O:13].Br[C:15]1[CH:16]=[C:17]([C:20]2[CH:21]=[N:22][CH:23]=[CH:24][CH:25]=2)[S:18][CH:19]=1. Given the product [N:22]1[CH:23]=[CH:24][CH:25]=[C:20]([C:17]2[S:18][CH:19]=[C:15]([N:3]3[CH2:4][C@:5]4([CH:10]5[CH2:11][CH2:12][N:7]([CH2:8][CH2:9]5)[CH2:6]4)[O:1][C:2]3=[O:13])[CH:16]=2)[CH:21]=1, predict the reactants needed to synthesize it. (9) Given the product [NH2:25][C:24]1[CH:23]=[CH:22][C:21]([F:20])=[C:27]([C:2]2[C:11]3[C:6](=[CH:7][CH:8]=[C:9]([C:12]4[CH:13]=[N:14][N:15]([CH3:17])[CH:16]=4)[CH:10]=3)[C:5](=[O:18])[N:4]([CH3:19])[CH:3]=2)[CH:26]=1, predict the reactants needed to synthesize it. The reactants are: Br[C:2]1[C:11]2[C:6](=[CH:7][CH:8]=[C:9]([C:12]3[CH:13]=[N:14][N:15]([CH3:17])[CH:16]=3)[CH:10]=2)[C:5](=[O:18])[N:4]([CH3:19])[CH:3]=1.[F:20][C:21]1[CH:27]=[CH:26][C:24]([NH2:25])=[CH:23][C:22]=1B1OC(C)(C)C(C)(C)O1.[O-]P([O-])([O-])=O.[K+].[K+].[K+]. (10) Given the product [CH3:24][O:25][C:26]([C:28]1[C:36]2[C:31](=[CH:32][C:33]([C:10]3[CH2:11][CH2:12][CH:7]([O:6][Si:5]([C:1]([CH3:2])([CH3:3])[CH3:4])([CH3:22])[CH3:23])[CH2:8][CH:9]=3)=[CH:34][CH:35]=2)[N:30]([CH3:38])[CH:29]=1)=[O:27], predict the reactants needed to synthesize it. The reactants are: [C:1]([Si:5]([CH3:23])([CH3:22])[O:6][CH:7]1[CH2:12][CH2:11][C:10](B2OC(C)(C)C(C)(C)O2)=[CH:9][CH2:8]1)([CH3:4])([CH3:3])[CH3:2].[CH3:24][O:25][C:26]([C:28]1[C:36]2[C:31](=[CH:32][C:33](Br)=[CH:34][CH:35]=2)[N:30]([CH3:38])[CH:29]=1)=[O:27].P([O-])([O-])([O-])=O.[K+].[K+].[K+].